From a dataset of Catalyst prediction with 721,799 reactions and 888 catalyst types from USPTO. Predict which catalyst facilitates the given reaction. (1) Reactant: [Br:1][C:2]1[CH:3]=[C:4]2[C:9](=[CH:10][C:11]=1[OH:12])[O:8][C:7](=[O:13])[CH:6]=[C:5]2[CH3:14].C(N(CC)CC)C.[C:22](Cl)(=[O:24])[CH3:23]. Product: [Br:1][C:2]1[CH:3]=[C:4]2[C:9](=[CH:10][C:11]=1[O:12][C:22](=[O:24])[CH3:23])[O:8][C:7](=[O:13])[CH:6]=[C:5]2[CH3:14]. The catalyst class is: 10. (2) Reactant: [C:1]1([S:7]([CH2:10][C:11]([O:13][CH3:14])=[O:12])(=[O:9])=[O:8])[CH:6]=[CH:5][CH:4]=[CH:3][CH:2]=1.[CH3:15][N:16]([CH2:20][CH2:21]O)[CH2:17][CH2:18]O.N(C(N1CCCCC1)=O)=NC(N1CCCCC1)=O.C(P(CCCC)CCCC)CCC. Product: [CH3:15][N:16]1[CH2:20][CH2:21][C:10]([S:7]([C:1]2[CH:2]=[CH:3][CH:4]=[CH:5][CH:6]=2)(=[O:9])=[O:8])([C:11]([O:13][CH3:14])=[O:12])[CH2:18][CH2:17]1. The catalyst class is: 1. (3) Reactant: [CH2:1]([C:4]1[CH:9]=[CH:8][C:7]([C:10]2[CH:15]=[CH:14][C:13]([C:16]([NH:18][CH2:19][CH2:20][C:21]([O:23]C)=[O:22])=[O:17])=[CH:12][CH:11]=2)=[CH:6][CH:5]=1)[CH2:2][CH3:3].[Li+].[OH-]. Product: [CH2:1]([C:4]1[CH:9]=[CH:8][C:7]([C:10]2[CH:15]=[CH:14][C:13]([C:16]([NH:18][CH2:19][CH2:20][C:21]([OH:23])=[O:22])=[O:17])=[CH:12][CH:11]=2)=[CH:6][CH:5]=1)[CH2:2][CH3:3]. The catalyst class is: 36. (4) Reactant: [C:1]([C:4]1[CH:9]=[CH:8][C:7]([B:10]([OH:12])[OH:11])=[CH:6][CH:5]=1)([OH:3])=O.C(Cl)(=O)C(Cl)=O.Cl.[NH2:20][CH2:21][C:22]#[N:23].CCN(C(C)C)C(C)C. Product: [C:21]([CH2:22][NH:23][C:1]([C:4]1[CH:9]=[CH:8][C:7]([B:10]([OH:12])[OH:11])=[CH:6][CH:5]=1)=[O:3])#[N:20]. The catalyst class is: 174. (5) Reactant: C([O:5][C:6](=[O:39])[CH2:7][N:8]1[C@H:13]([C:14]2[CH:19]=[CH:18][C:17]([C:20]#[N:21])=[CH:16][CH:15]=2)[C:12]([C:22]([O:24][CH2:25][CH3:26])=[O:23])=[C:11]([CH3:27])[N:10]([C:28]2[CH:33]=[CH:32][CH:31]=[C:30]([C:34]([F:37])([F:36])[F:35])[CH:29]=2)[C:9]1=[O:38])(C)(C)C.FC(F)(F)C(O)=O. Product: [C:20]([C:17]1[CH:18]=[CH:19][C:14]([C@H:13]2[N:8]([CH2:7][C:6]([OH:39])=[O:5])[C:9](=[O:38])[N:10]([C:28]3[CH:33]=[CH:32][CH:31]=[C:30]([C:34]([F:37])([F:36])[F:35])[CH:29]=3)[C:11]([CH3:27])=[C:12]2[C:22]([O:24][CH2:25][CH3:26])=[O:23])=[CH:15][CH:16]=1)#[N:21]. The catalyst class is: 4.